From a dataset of Experimentally validated miRNA-target interactions with 360,000+ pairs, plus equal number of negative samples. Binary Classification. Given a miRNA mature sequence and a target amino acid sequence, predict their likelihood of interaction. (1) The miRNA is mmu-miR-1958 with sequence UAGGAAAGUGGAAGCAGUAAGU. The protein sequence of the target gene is MFVSLWEFFYGHFFRFWMKWLLRQMTGKCELQRIFDTYGGAQRTYRIENSLTYSKNKVLQNATRVAQSELDRCIANIMKEKNICSEKDTSFQICMRTCLLQITGYKQLYHDVENVRKKPYDSANAQHEKMLLKLWSLLMPTKKLTARISKQWADIGFQGDDPKTDFRGMGILGLINLVYFSENYTSEAHQILSRSNHPKLGYSYAIVGINLTEMAYSLLKSEALKLHLYNFVPGVPTMEHFHQFYCYLVYEFDKFWLEEEPESIMYFNLYREKFHERIKGLLMDCNAVLTLKT. Result: 0 (no interaction). (2) The miRNA is hsa-miR-372-5p with sequence CCUCAAAUGUGGAGCACUAUUCU. The protein sequence of the target gene is MEEKTQIKTFLGSKLPKYGTKSVRSTLQPMPNGTPVNLLGTSKNSNVKSYIKNNGSDCPSSHSFNWRKANKYQLCAQGVEEPNNTQNSHDKIIDPEKRVPTQGMFDKNGIKGGLKSVSLFTSKLAKPSTMFVSSTEELNQKSFSGPSNLGKFTKGTLLGRTSYSSINTPKSQLNGFYGNRSAGSMQRPRANSCATRSSSGESLAQSPDSSKSINCEKMVRSQSFSHSIQNSFLPPSSITRSHSFNRAVDLTKPYQNQQLSIRVPLRSSMLTRNSRQPEVLNGNEHLGYGFNRPYAAGGKK.... Result: 1 (interaction). (3) The miRNA is hsa-miR-548ac with sequence CAAAAACCGGCAAUUACUUUUG. The protein sequence of the target gene is MPHAFKPGDLVFAKMKGYPHWPARIDDIADGAVKPPPNKYPIFFFGTHETAFLGPKDLFPYDKCKDKYGKPNKRKGFNEGLWEIQNNPHASYSAPPPVSSSDSEAPEANPADGSDADEDDEDRGVMAVTAVTATAASDRMESDSDSDKSSDNSGLKRKTPALKMSVSKRARKASSDLDQASVSPSEEENSESSSESEKTSDQDFTPEKKAAVRAPRRGPLGGRKKKKAPSASDSDSKADSDGAKPEPVAMARSASSSSSSSSSSDSDVSVKKPPRGRKPAEKPLPKPRGRKPKPERPPSS.... Result: 1 (interaction). (4) The miRNA is hsa-miR-95-5p with sequence UCAAUAAAUGUCUGUUGAAUU. The protein sequence of the target gene is MKAAYTAYRCLTKDLEGCAMNPELTMESLGTLHGPVGGGSGGGGGGGGGGGGGGPGHEQELLASPSPHHAGRGAAGSLRGPPPPTAHQELGTAAAAAAAASRSAMVTSMASILDGSDYRPELSIPLHHAMSMSCDSSPPGMGMSNTYTTLTPLQPLPPISTVSDKFHHPHPHHHPHHHHHHHHHHQRLSGNVSGSFTLMRDERGLPSMNNLYSPYKEMPSMSQSLSPLAATPLGNGLGGLHNAQQSLPNYGPPGHDKMLSPNFDAHHTAMLTRGEQHLSRGLGTPPAAMMSHLNGLHHPG.... Result: 0 (no interaction). (5) The miRNA is hsa-miR-190a-3p with sequence CUAUAUAUCAAACAUAUUCCU. The protein sequence of the target gene is MVHVARLLLLLLTFFLRTDAETPPRFTRTPVDQTGVSGGVASFICQATGDPRPKIVWNKKGKKVSNQRFEVIEFDDGSGSVLRIQPLRTPRDEAIYECVASNNVGEISVSTRLTVLREDQIPRGFPTIDMGPQLKVVERTRTATMLCAASGNPDPEITWFKDFLPVDTSNNNGRIKQLRSESIGGTPIRGALQIEQSEESDQGKYECVATNSAGTRYSAPANLYVRELREVRRVPPRFSIPPTNHEIMPGGSVNITCVAVGSPMPYVKWMLGAEDLTPEDDMPIGRNVLELNDVRQSANY.... Result: 1 (interaction).